Dataset: Reaction yield outcomes from USPTO patents with 853,638 reactions. Task: Predict the reaction yield, written as a fraction of the theoretical maximum amount of product (1.0 means a 100% yield; for example, 0.34 means a 34% yield). (1) The reactants are C[O:2][C:3]1[CH:8]=[CH:7][C:6]([NH:9][C:10](=[O:12])[CH3:11])=[CH:5][C:4]=1[C:13]1[N:14]([CH3:18])[N:15]=[CH:16][CH:17]=1.B(Br)(Br)Br. The catalyst is ClCCCl. The product is [OH:2][C:3]1[CH:8]=[CH:7][C:6]([NH:9][C:10](=[O:12])[CH3:11])=[CH:5][C:4]=1[C:13]1[N:14]([CH3:18])[N:15]=[CH:16][CH:17]=1. The yield is 0.210. (2) The catalyst is CN(C=O)C.O. The yield is 0.820. The product is [CH3:17][O:18][CH2:19][CH2:20][O:21][CH2:22][O:8][C:7]([C:6]1[CH:5]=[C:4]([CH3:10])[O:3][C:2]=1[CH3:1])=[O:9]. The reactants are [CH3:1][C:2]1[O:3][C:4]([CH3:10])=[CH:5][C:6]=1[C:7]([OH:9])=[O:8].C(=O)([O-])[O-].[K+].[K+].[CH3:17][O:18][CH2:19][CH2:20][O:21][CH2:22]Cl. (3) The reactants are [F:1][C:2]([F:7])([F:6])[C:3]([O-:5])=[O:4].[C:8]([C:11]1[S:18][C:17]2[C:16]([CH:19]3[CH2:24][CH2:23][CH2:22][CH2:21][CH2:20]3)=[C:15]([C:25]3[CH:30]=[CH:29][CH:28]=[CH:27][CH:26]=3)[N:14](COC)[C:13]=2[C:12]=1[CH2:34][NH2+:35][CH2:36]C1CCS(=O)(=O)C1)([OH:10])=[O:9].C1(C2C3SC(C(O)=O)=C(C=O)C=3N(COC)C=2C2C=CC=CC=2)CCCCC1.CNC.C(O[BH-](OC(=O)C)OC(=O)C)(=O)C.[Na+].Cl. The catalyst is ClCCCl.C1COCC1. The product is [CH:19]1([C:16]2[C:17]3[S:18][C:11]([C:8]([OH:10])=[O:9])=[C:12]([CH2:34][N:35]([CH3:2])[CH3:36])[C:13]=3[NH:14][C:15]=2[C:25]2[CH:30]=[CH:29][CH:28]=[CH:27][CH:26]=2)[CH2:20][CH2:21][CH2:22][CH2:23][CH2:24]1.[C:3]([OH:5])([C:2]([F:7])([F:6])[F:1])=[O:4]. The yield is 0.290. (4) The reactants are [Cl:1][C:2]1[CH:3]=[CH:4][C:5]([C@:8]([C:17]2[CH:22]=[C:21]([O:23][C:24]([F:29])([F:28])[CH:25]([F:27])[F:26])[CH:20]=[C:19]([F:30])[CH:18]=2)([NH2:16])[CH2:9][C:10]2[CH:15]=[CH:14][CH:13]=[CH:12][CH:11]=2)=[N:6][CH:7]=1.[C:31]([O-:34])([O-])=O.[K+].[K+].O.[NH2:38][C@H:39]([CH2:46][O:47][CH2:48][C:49]1[CH:54]=[CH:53][CH:52]=[CH:51][CH:50]=1)[C@@H:40]([OH:45])[C:41]([F:44])([F:43])[F:42]. The catalyst is C1COCC1.CCOC(C)=O. The product is [CH2:48]([O:47][CH2:46][C@@H:39]([NH:38][C:31]([NH:16][C@:8]([C:5]1[CH:4]=[CH:3][C:2]([Cl:1])=[CH:7][N:6]=1)([C:17]1[CH:22]=[C:21]([O:23][C:24]([F:29])([F:28])[CH:25]([F:27])[F:26])[CH:20]=[C:19]([F:30])[CH:18]=1)[CH2:9][C:10]1[CH:15]=[CH:14][CH:13]=[CH:12][CH:11]=1)=[O:34])[C@@H:40]([OH:45])[C:41]([F:44])([F:43])[F:42])[C:49]1[CH:54]=[CH:53][CH:52]=[CH:51][CH:50]=1. The yield is 0.570. (5) The yield is 0.990. The catalyst is CO. The reactants are [NH2:1][C:2]1[C:10]([O:11][CH3:12])=[CH:9][CH:8]=[CH:7][C:3]=1[C:4]([OH:6])=[O:5].C1C(=O)N([Br:20])C(=O)C1. The product is [NH2:1][C:2]1[C:10]([O:11][CH3:12])=[CH:9][C:8]([Br:20])=[CH:7][C:3]=1[C:4]([OH:6])=[O:5]. (6) The yield is 0.900. The reactants are [N+:1]([C:4]1[CH:5]=[CH:6][C:7]2[CH2:13][CH2:12][CH2:11][CH2:10][N:9]([C:14](=[O:16])[CH3:15])[C:8]=2[CH:17]=1)([O-])=O. The product is [NH2:1][C:4]1[CH:5]=[CH:6][C:7]2[CH2:13][CH2:12][CH2:11][CH2:10][N:9]([C:14](=[O:16])[CH3:15])[C:8]=2[CH:17]=1. The catalyst is CCO.[Pd].